From a dataset of Serine/threonine kinase 33 screen with 319,792 compounds. Binary Classification. Given a drug SMILES string, predict its activity (active/inactive) in a high-throughput screening assay against a specified biological target. (1) The result is 0 (inactive). The drug is s1c(C2N(c3c(cccc3)C)C(S)=C(C(=O)N2)C#N)ccc1. (2) The compound is S(=O)(=O)(N1CCC(CC1)C(=O)NCc1cccnc1)c1cc(OC)c(OC)cc1. The result is 0 (inactive). (3) The compound is S(c1c(C(=O)Nc2c(C(=O)N3CCCC3)cccc2)cccc1)C. The result is 0 (inactive). (4) The compound is Clc1c(Cn2nc(c3c(n(nc3c2=O)c2cc(OC)ccc2)C)C)cccc1. The result is 0 (inactive).